Dataset: Forward reaction prediction with 1.9M reactions from USPTO patents (1976-2016). Task: Predict the product of the given reaction. (1) Given the reactants Cl[C:2]1[N:7]=[C:6]([Cl:8])[CH:5]=[C:4]([Cl:9])[N:3]=1.[F:10][C:11]([F:21])([F:20])[O:12][C:13]1[CH:19]=[CH:18][C:16]([NH2:17])=[CH:15][CH:14]=1.C(N(CC)CC)C, predict the reaction product. The product is: [Cl:9][C:4]1[CH:5]=[C:6]([Cl:8])[N:7]=[C:2]([NH:17][C:16]2[CH:18]=[CH:19][C:13]([O:12][C:11]([F:10])([F:20])[F:21])=[CH:14][CH:15]=2)[N:3]=1. (2) Given the reactants [C:1]([O:5][C:6]([NH:8][C@H:9]([CH2:29][C:30]1[CH:35]=[C:34]([F:36])[C:33]([F:37])=[CH:32][C:31]=1[F:38])[CH2:10][C:11]([N:13]1[CH2:18][CH2:17][N:16]2[C:19]([C:25]([F:28])([F:27])[F:26])=[N:20][C:21]([C:22]([OH:24])=[O:23])=[C:15]2[CH2:14]1)=[O:12])=[O:7])([CH3:4])([CH3:3])[CH3:2].O=C1N(P(Cl)(N2CCOC2=O)=O)CCO1.[CH3:54][C:55]([CH3:58])([O-])[CH3:56].[K+].[Cl-].[NH4+], predict the reaction product. The product is: [C:55]([O:23][C:22]([C:21]1[N:20]=[C:19]([C:25]([F:27])([F:28])[F:26])[N:16]2[CH2:17][CH2:18][N:13]([C:11](=[O:12])[CH2:10][C@H:9]([NH:8][C:6]([O:5][C:1]([CH3:4])([CH3:2])[CH3:3])=[O:7])[CH2:29][C:30]3[CH:35]=[C:34]([F:36])[C:33]([F:37])=[CH:32][C:31]=3[F:38])[CH2:14][C:15]=12)=[O:24])([CH3:58])([CH3:56])[CH3:54].